Regression. Given two drug SMILES strings and cell line genomic features, predict the synergy score measuring deviation from expected non-interaction effect. From a dataset of NCI-60 drug combinations with 297,098 pairs across 59 cell lines. Drug 1: CCC1(CC2CC(C3=C(CCN(C2)C1)C4=CC=CC=C4N3)(C5=C(C=C6C(=C5)C78CCN9C7C(C=CC9)(C(C(C8N6C=O)(C(=O)OC)O)OC(=O)C)CC)OC)C(=O)OC)O.OS(=O)(=O)O. Drug 2: CC1=C2C(C(=O)C3(C(CC4C(C3C(C(C2(C)C)(CC1OC(=O)C(C(C5=CC=CC=C5)NC(=O)C6=CC=CC=C6)O)O)OC(=O)C7=CC=CC=C7)(CO4)OC(=O)C)O)C)OC(=O)C. Cell line: NCI-H460. Synergy scores: CSS=18.1, Synergy_ZIP=-2.16, Synergy_Bliss=-0.903, Synergy_Loewe=-5.97, Synergy_HSA=-1.98.